Predict the reactants needed to synthesize the given product. From a dataset of Full USPTO retrosynthesis dataset with 1.9M reactions from patents (1976-2016). (1) The reactants are: C([O:4][CH2:5][CH2:6][C:7]1[C:16]2[C:11](=[CH:12][CH:13]=[CH:14][CH:15]=2)[C:10]([O:17][CH2:18][C:19]2[CH:24]=[CH:23][CH:22]=[CH:21][CH:20]=2)=[CH:9][C:8]=1[NH:25][C:26]([C:28]1[NH:29][C:30]2[C:35]([CH:36]=1)=[CH:34][C:33]([O:37][CH3:38])=[C:32]([O:39][CH3:40])[C:31]=2[O:41][CH3:42])=[O:27])(=O)C.C(=O)([O-])[O-].[K+].[K+]. Given the product [CH2:18]([O:17][C:10]1[C:11]2[C:16](=[CH:15][CH:14]=[CH:13][CH:12]=2)[C:7]([CH2:6][CH2:5][OH:4])=[C:8]([NH:25][C:26]([C:28]2[NH:29][C:30]3[C:35]([CH:36]=2)=[CH:34][C:33]([O:37][CH3:38])=[C:32]([O:39][CH3:40])[C:31]=3[O:41][CH3:42])=[O:27])[CH:9]=1)[C:19]1[CH:24]=[CH:23][CH:22]=[CH:21][CH:20]=1, predict the reactants needed to synthesize it. (2) Given the product [Br:1][C:2]1[CH:11]=[CH:10][C:9]([O:12][CH3:13])=[C:8]2[C:3]=1[CH2:4][C@H:5]([CH:21]=[O:22])[N:6]([C:14]([O:16][C:17]([CH3:18])([CH3:20])[CH3:19])=[O:15])[CH2:7]2, predict the reactants needed to synthesize it. The reactants are: [Br:1][C:2]1[CH:11]=[CH:10][C:9]([O:12][CH3:13])=[C:8]2[C:3]=1[CH2:4][C@H:5]([CH2:21][OH:22])[N:6]([C:14]([O:16][C:17]([CH3:20])([CH3:19])[CH3:18])=[O:15])[CH2:7]2.C(N(CC)CC)C. (3) Given the product [CH2:1]([C:3]1[NH:4][CH:5]=[C:6]([CH2:8][NH:10][CH:11]2[CH2:12][CH2:13][N:14]([C:17]([O:19][C:20]([CH3:23])([CH3:22])[CH3:21])=[O:18])[CH2:15][CH2:16]2)[N:7]=1)[CH3:2], predict the reactants needed to synthesize it. The reactants are: [CH2:1]([C:3]1[NH:4][CH:5]=[C:6]([CH:8]=O)[N:7]=1)[CH3:2].[NH2:10][CH:11]1[CH2:16][CH2:15][N:14]([C:17]([O:19][C:20]([CH3:23])([CH3:22])[CH3:21])=[O:18])[CH2:13][CH2:12]1.C(O[BH-](OC(=O)C)OC(=O)C)(=O)C.[Na+].C(=O)([O-])O.[Na+]. (4) Given the product [CH3:19][N:18]([CH2:17][C:14]1[CH:15]=[CH:16][C:11]([C:10]([NH:9][C:4]2[CH:5]=[CH:6][C:7]([CH3:8])=[C:2]([C:27]3[CH:28]=[C:29]4[C:34](=[CH:35][CH:36]=3)[CH:33]=[N:32][N:31]=[CH:30]4)[CH:3]=2)=[O:25])=[CH:12][C:13]=1[C:21]([F:24])([F:23])[F:22])[CH3:20], predict the reactants needed to synthesize it. The reactants are: Br[C:2]1[CH:3]=[C:4]([NH:9][C:10](=[O:25])[C:11]2[CH:16]=[CH:15][C:14]([CH2:17][N:18]([CH3:20])[CH3:19])=[C:13]([C:21]([F:24])([F:23])[F:22])[CH:12]=2)[CH:5]=[CH:6][C:7]=1[CH3:8].Br[C:27]1[CH:28]=[C:29]2[C:34](=[CH:35][CH:36]=1)[CH:33]=[N:32][N:31]=[CH:30]2. (5) The reactants are: [CH3:1][C:2]([O:5][C@H:6]([CH3:44])[C@@H:7]([C:40]([O:42][CH3:43])=[O:41])[NH:8][C:9]([C:11]1[CH:16]=[CH:15][C:14]([C:17]2[CH:22]=[CH:21][C:20]([F:23])=[C:19]([F:24])[CH:18]=2)=[CH:13][C:12]=1[NH:25][C:26]([NH:28][C:29]1[C:34]([CH3:35])=[CH:33][C:32]([CH2:36][CH:37]=[CH2:38])=[CH:31][C:30]=1[CH3:39])=[O:27])=[O:10])([CH3:4])[CH3:3].[H][H]. Given the product [CH3:1][C:2]([O:5][C@H:6]([CH3:44])[C@@H:7]([C:40]([O:42][CH3:43])=[O:41])[NH:8][C:9]([C:11]1[CH:16]=[CH:15][C:14]([C:17]2[CH:22]=[CH:21][C:20]([F:23])=[C:19]([F:24])[CH:18]=2)=[CH:13][C:12]=1[NH:25][C:26]([NH:28][C:29]1[C:34]([CH3:35])=[CH:33][C:32]([CH2:36][CH2:37][CH3:38])=[CH:31][C:30]=1[CH3:39])=[O:27])=[O:10])([CH3:3])[CH3:4], predict the reactants needed to synthesize it. (6) Given the product [CH2:17]([O:18][C:19](=[O:27])[CH:20]([C:21]1[N:14]=[C:12]([C:11]2[CH:10]=[N:9][C:8]([C:3]3[CH:4]=[CH:5][CH:6]=[CH:7][C:2]=3[F:1])=[CH:16][CH:15]=2)[S:13][C:22]=1[CH3:23])[CH3:26])[CH3:28], predict the reactants needed to synthesize it. The reactants are: [F:1][C:2]1[CH:7]=[CH:6][CH:5]=[CH:4][C:3]=1[C:8]1[CH:16]=[CH:15][C:11]([C:12]([NH2:14])=[S:13])=[CH:10][N:9]=1.[CH3:17][O:18][C:19](=[O:27])[CH:20]([CH3:26])[C:21](=O)[CH:22](Br)[CH3:23].[CH2:28](O)C. (7) Given the product [Cl:8][C:9]1[CH:10]=[C:11]2[C:16](=[CH:17][CH:18]=1)[CH:15]=[C:14]([S:19][CH:21]1[CH2:26][CH2:25][N:24]([C:27]([O:29][C:30]([CH3:33])([CH3:32])[CH3:31])=[O:28])[CH2:23][CH2:22]1)[CH:13]=[CH:12]2, predict the reactants needed to synthesize it. The reactants are: C(N(CC)CC)C.[Cl:8][C:9]1[CH:10]=[C:11]2[C:16](=[CH:17][CH:18]=1)[CH:15]=[C:14]([SH:19])[CH:13]=[CH:12]2.Br[CH:21]1[CH2:26][CH2:25][N:24]([C:27]([O:29][C:30]([CH3:33])([CH3:32])[CH3:31])=[O:28])[CH2:23][CH2:22]1.O. (8) Given the product [OH:4][C:5]1[CH:13]=[CH:12][CH:11]=[C:10]2[C:6]=1[CH2:7][CH2:8][NH:9]2, predict the reactants needed to synthesize it. The reactants are: C([O:4][C:5]1[CH:13]=[CH:12][CH:11]=[C:10]2[C:6]=1[CH2:7][CH2:8][N:9]2C(=O)C)(=O)C.OC1C=CC=C2C=1C=CN2.[BH3-]C#N.[Na+].O.